Task: Predict which catalyst facilitates the given reaction.. Dataset: Catalyst prediction with 721,799 reactions and 888 catalyst types from USPTO (1) Reactant: [F:1][C:2]([F:33])([F:32])[C:3]1[CH:8]=[CH:7][CH:6]=[CH:5][C:4]=1[C:9]([NH:11][C:12]1[CH:13]=[C:14]2[C:18](=[C:19]([C:21]([OH:23])=O)[CH:20]=1)[N:17]([CH2:24][O:25][CH2:26][CH2:27][Si:28]([CH3:31])([CH3:30])[CH3:29])[N:16]=[CH:15]2)=[O:10].CN(C(O[N:42]1N=N[C:44]2[CH:45]=[CH:46][CH:47]=[CH:48][C:43]1=2)=[N+](C)C)C.F[P-](F)(F)(F)(F)F.C(N(CC)CC)C.C1(N)CCCCC1. Product: [CH:43]1([NH:42][C:21]([C:19]2[CH:20]=[C:12]([NH:11][C:9]([C:4]3[CH:5]=[CH:6][CH:7]=[CH:8][C:3]=3[C:2]([F:1])([F:33])[F:32])=[O:10])[CH:13]=[C:14]3[C:18]=2[N:17]([CH2:24][O:25][CH2:26][CH2:27][Si:28]([CH3:30])([CH3:31])[CH3:29])[N:16]=[CH:15]3)=[O:23])[CH2:48][CH2:47][CH2:46][CH2:45][CH2:44]1. The catalyst class is: 3. (2) Reactant: [CH3:1][O:2][C:3](=[O:16])[CH2:4][C:5]1[S:6][C:7]([C:10]2[N:11]=[C:12]([NH2:15])[S:13][CH:14]=2)=[CH:8][CH:9]=1.F[P-](F)(F)(F)(F)F.N1(O[P+](N2CCCC2)(N2CCCC2)N2CCCC2)C2C=CC=CC=2N=N1.[C:50]([O:54][C:55]([NH:57][CH2:58][C:59]1[O:60][C:61]2[CH:67]=[CH:66][C:65]([C:68](O)=[O:69])=[CH:64][C:62]=2[CH:63]=1)=[O:56])([CH3:53])([CH3:52])[CH3:51].CCN(C(C)C)C(C)C. Product: [CH3:1][O:2][C:3](=[O:16])[CH2:4][C:5]1[S:6][C:7]([C:10]2[N:11]=[C:12]([NH:15][C:68]([C:65]3[CH:66]=[CH:67][C:61]4[O:60][C:59]([CH2:58][NH:57][C:55]([O:54][C:50]([CH3:52])([CH3:51])[CH3:53])=[O:56])=[CH:63][C:62]=4[CH:64]=3)=[O:69])[S:13][CH:14]=2)=[CH:8][CH:9]=1. The catalyst class is: 64. (3) Reactant: [CH3:1][O:2][C:3]([C:5]1[C:13]([NH:14][C:15]2[CH:20]=[CH:19][CH:18]=[CH:17][C:16]=2[CH3:21])=[C:12]([F:22])[C:8]2[NH:9][CH:10]=[N:11][C:7]=2[CH:6]=1)=[O:4].CO.C1C(=O)N([I:32])C(=O)C1.CC1C=CC(S(O)(=O)=O)=CC=1.O. Product: [CH3:1][O:2][C:3]([C:5]1[C:13]([NH:14][C:15]2[CH:20]=[CH:19][C:18]([I:32])=[CH:17][C:16]=2[CH3:21])=[C:12]([F:22])[C:8]2[NH:9][CH:10]=[N:11][C:7]=2[CH:6]=1)=[O:4]. The catalyst class is: 76. (4) Reactant: [Br:1][C:2]1[CH:7]=[CH:6][C:5]([N:8]2[CH2:12][CH2:11][C@@H:10]3[CH2:13][N:14]([C:16](OC(C)(C)C)=O)[CH2:15][C@H:9]23)=[CH:4][CH:3]=1.C(O)(C(F)(F)F)=O.C=O.[BH3-]C#N.[Na+]. Product: [Br:1][C:2]1[CH:3]=[CH:4][C:5]([N:8]2[CH2:12][CH2:11][C@@H:10]3[CH2:13][N:14]([CH3:16])[CH2:15][C@H:9]23)=[CH:6][CH:7]=1. The catalyst class is: 2.